From a dataset of NCI-60 drug combinations with 297,098 pairs across 59 cell lines. Regression. Given two drug SMILES strings and cell line genomic features, predict the synergy score measuring deviation from expected non-interaction effect. (1) Drug 1: CC1=CC=C(C=C1)C2=CC(=NN2C3=CC=C(C=C3)S(=O)(=O)N)C(F)(F)F. Drug 2: CC1=C(C=C(C=C1)NC(=O)C2=CC=C(C=C2)CN3CCN(CC3)C)NC4=NC=CC(=N4)C5=CN=CC=C5. Cell line: SNB-75. Synergy scores: CSS=2.17, Synergy_ZIP=-1.96, Synergy_Bliss=-2.02, Synergy_Loewe=-0.732, Synergy_HSA=-0.573. (2) Drug 1: CC1=C(C=C(C=C1)NC2=NC=CC(=N2)N(C)C3=CC4=NN(C(=C4C=C3)C)C)S(=O)(=O)N.Cl. Drug 2: C1=NNC2=C1C(=O)NC=N2. Cell line: T-47D. Synergy scores: CSS=1.55, Synergy_ZIP=-0.554, Synergy_Bliss=0.741, Synergy_Loewe=-2.59, Synergy_HSA=-0.808. (3) Drug 1: C1=NC(=NC(=O)N1C2C(C(C(O2)CO)O)O)N. Drug 2: CCCCC(=O)OCC(=O)C1(CC(C2=C(C1)C(=C3C(=C2O)C(=O)C4=C(C3=O)C=CC=C4OC)O)OC5CC(C(C(O5)C)O)NC(=O)C(F)(F)F)O. Cell line: MCF7. Synergy scores: CSS=41.2, Synergy_ZIP=3.49, Synergy_Bliss=4.88, Synergy_Loewe=-0.984, Synergy_HSA=3.30. (4) Drug 1: CC1=C(C=C(C=C1)NC2=NC=CC(=N2)N(C)C3=CC4=NN(C(=C4C=C3)C)C)S(=O)(=O)N.Cl. Cell line: 786-0. Synergy scores: CSS=5.48, Synergy_ZIP=1.99, Synergy_Bliss=8.30, Synergy_Loewe=5.90, Synergy_HSA=7.01. Drug 2: C(CN)CNCCSP(=O)(O)O. (5) Drug 1: CC1=CC=C(C=C1)C2=CC(=NN2C3=CC=C(C=C3)S(=O)(=O)N)C(F)(F)F. Drug 2: C(CCl)NC(=O)N(CCCl)N=O. Cell line: SNB-19. Synergy scores: CSS=10.2, Synergy_ZIP=-3.61, Synergy_Bliss=0.780, Synergy_Loewe=-6.70, Synergy_HSA=-1.43. (6) Drug 1: COC1=C(C=C2C(=C1)N=CN=C2NC3=CC(=C(C=C3)F)Cl)OCCCN4CCOCC4. Drug 2: C1=NC(=NC(=O)N1C2C(C(C(O2)CO)O)O)N. Cell line: SNB-19. Synergy scores: CSS=9.00, Synergy_ZIP=-0.593, Synergy_Bliss=1.12, Synergy_Loewe=1.99, Synergy_HSA=2.12. (7) Drug 1: C1CN1P(=S)(N2CC2)N3CC3. Drug 2: CCCCCOC(=O)NC1=NC(=O)N(C=C1F)C2C(C(C(O2)C)O)O. Cell line: SNB-75. Synergy scores: CSS=4.26, Synergy_ZIP=-2.27, Synergy_Bliss=-0.538, Synergy_Loewe=-1.17, Synergy_HSA=-0.974.